Dataset: hERG potassium channel inhibition data for cardiac toxicity prediction from Karim et al.. Task: Regression/Classification. Given a drug SMILES string, predict its toxicity properties. Task type varies by dataset: regression for continuous values (e.g., LD50, hERG inhibition percentage) or binary classification for toxic/non-toxic outcomes (e.g., AMES mutagenicity, cardiotoxicity, hepatotoxicity). Dataset: herg_karim. (1) The compound is CNCc1cc(S(=O)(=O)NC)ccc1Oc1ccc(Cl)c(Cl)c1. The result is 1 (blocker). (2) The molecule is NC(=O)c1nnc(N[C@@H]2CCCC[C@@H]2N)cc1Nc1ccc2c(n1)CCC2. The result is 1 (blocker). (3) The compound is O=C(c1cc(F)cc(F)c1)N1CCN(c2ccc(OC3CCN(C4CCCC4)CC3)cc2)C(=O)C1.O=CO. The result is 1 (blocker). (4) The molecule is c1ccc(-c2[nH]c3ccccc3c2C2CC3CCC(C2)N3c2ccccc2)cc1. The result is 1 (blocker). (5) The molecule is O=C(Nc1ccc(Cl)c(Cl)c1)N1CCN(CC2CCCNC2)CC1. The result is 1 (blocker). (6) The compound is CCN(C(=O)Cc1ccc(S(C)(=O)=O)cc1)C1CCN(Cc2ccc(C(F)(F)F)cc2)CC1. The result is 1 (blocker). (7) The molecule is Cc1ccc2c(-c3nnc(SCCCCN4CCc5cc6nc(C)oc6c(C)c5CC4)n3C)cccc2n1. The result is 1 (blocker).